This data is from Full USPTO retrosynthesis dataset with 1.9M reactions from patents (1976-2016). The task is: Predict the reactants needed to synthesize the given product. (1) Given the product [CH2:1]([C@H:8]1[CH2:12][O:11][C:10](=[O:13])[N:9]1[C:14]([CH:15]([CH2:16][CH2:17][CH2:18][CH:19]1[CH2:20][CH2:21][CH2:22][CH2:23][CH2:24]1)[CH2:42][C:41]([O:40][C:36]([CH3:39])([CH3:38])[CH3:37])=[O:44])=[O:25])[C:2]1[CH:3]=[CH:4][CH:5]=[CH:6][CH:7]=1, predict the reactants needed to synthesize it. The reactants are: [CH2:1]([C@H:8]1[CH2:12][O:11][C:10](=[O:13])[N:9]1[C:14](=[O:25])[CH2:15][CH2:16][CH2:17][CH2:18][CH:19]1[CH2:24][CH2:23][CH2:22][CH2:21][CH2:20]1)[C:2]1[CH:7]=[CH:6][CH:5]=[CH:4][CH:3]=1.C[Si](C)(C)[N-][Si](C)(C)C.[Na+].[C:36]([O:40][C:41](=[O:44])[CH2:42]Br)([CH3:39])([CH3:38])[CH3:37]. (2) Given the product [CH3:70][O:69][C:67]([C:62]1[CH:61]=[CH:60][C:59]2[C:64](=[CH:65][CH:66]=[C:57]([NH:56][C:28]([C@H:9]3[C@H:8]([C:4]4[CH:5]=[CH:6][CH:7]=[C:2]([Cl:1])[C:3]=4[F:31])[C@:12]([C:15]4[CH:20]=[CH:19][C:18]([Cl:21])=[CH:17][C:16]=4[F:22])([C:13]#[N:14])[C@H:11]([CH2:23][C:24]([CH3:27])([CH3:25])[CH3:26])[NH:10]3)=[O:29])[CH:58]=2)[CH:63]=1)=[O:68], predict the reactants needed to synthesize it. The reactants are: [Cl:1][C:2]1[C:3]([F:31])=[C:4]([C@@H:8]2[C@:12]([C:15]3[CH:20]=[CH:19][C:18]([Cl:21])=[CH:17][C:16]=3[F:22])([C:13]#[N:14])[C@H:11]([CH2:23][C:24]([CH3:27])([CH3:26])[CH3:25])[NH:10][C@H:9]2[C:28](O)=[O:29])[CH:5]=[CH:6][CH:7]=1.CN(C(ON1N=NC2C=CC=NC1=2)=[N+](C)C)C.F[P-](F)(F)(F)(F)F.[NH2:56][C:57]1[CH:58]=[C:59]2[C:64](=[CH:65][CH:66]=1)[CH:63]=[C:62]([C:67]([O:69][CH3:70])=[O:68])[CH:61]=[CH:60]2.CCN(C(C)C)C(C)C.